Dataset: TCR-epitope binding with 47,182 pairs between 192 epitopes and 23,139 TCRs. Task: Binary Classification. Given a T-cell receptor sequence (or CDR3 region) and an epitope sequence, predict whether binding occurs between them. (1) The epitope is NLVPMVATV. The TCR CDR3 sequence is CASILGVSGGQETQYF. Result: 0 (the TCR does not bind to the epitope). (2) The epitope is FPRPWLHGL. The TCR CDR3 sequence is CASSPSNEKLFF. Result: 0 (the TCR does not bind to the epitope).